From a dataset of Reaction yield outcomes from USPTO patents with 853,638 reactions. Predict the reaction yield, written as a fraction of the theoretical maximum amount of product (1.0 means a 100% yield; for example, 0.34 means a 34% yield). The reactants are C([O:8][CH:9]1[C:17]([CH3:19])([CH3:18])[CH2:16][C:15]2[NH:14][N:13]=[C:12]([C:20]([OH:22])=[O:21])[C:11]=2[CH2:10]1)C1C=CC=CC=1. The catalyst is C(O)(=O)C.[OH-].[OH-].[Pd+2]. The product is [OH:8][CH:9]1[C:17]([CH3:18])([CH3:19])[CH2:16][C:15]2[NH:14][N:13]=[C:12]([C:20]([OH:22])=[O:21])[C:11]=2[CH2:10]1. The yield is 0.930.